Dataset: Catalyst prediction with 721,799 reactions and 888 catalyst types from USPTO. Task: Predict which catalyst facilitates the given reaction. Reactant: [Cl:1][C:2]1[CH:10]=[CH:9][C:5]([C:6](Cl)=[O:7])=[CH:4][N:3]=1.O1CCC[CH2:12]1.C[Si](C=[N+]=[N-])(C)C.[BrH:23]. Product: [Br:23][CH2:12][C:6]([C:5]1[CH:4]=[N:3][C:2]([Cl:1])=[CH:10][CH:9]=1)=[O:7]. The catalyst class is: 4.